From a dataset of Drug-target binding data from BindingDB using IC50 measurements. Regression. Given a target protein amino acid sequence and a drug SMILES string, predict the binding affinity score between them. We predict pIC50 (pIC50 = -log10(IC50 in M); higher means more potent). Dataset: bindingdb_ic50. The small molecule is COCCOc1cc(N2CCN(c3cccc(COC(=O)CC(=N)N)c3F)CC2)ccn1. The target protein (O08590) has sequence MTQKTTLVLLALAVITIFALVCVLLAGRSGDGGRLSQPLHCPSVLPSVQPQTHPGQSQPFADLSPEELTAVMSFLIKHLGPGLVDAAQARPSDNCVFSVELQLPAKAAALAHLDRGGPPPVREALAIIFFGGQPKPNVSELVVGPLPHPSYMRDVTVERHGGPLPYYRRPVLTREYQDIQEMIFHRELPQASGLLHHCCFYKRQGHNLLKMTTAPRGLQSGDRATWFGIYYNLSGAGFYPHPIGLELLVDHKALDPALWTIQKVFYQGRYYESLTQLEDMFEAGLVNVVLVPDNGTGGSWSLKSSVPPGRAPPLQFHPEGPRFSVQGSQVRSSLWAFSFGLGAFSGPRIFDIRFQGERVAYEISVQEAIALYGGNSPASMSTCYMDGSFGIGKYSTPLTRGVDCPYLATYVDWHFLLESQTPKTLRDAFCVFEQNQGLPLRRHHSDFYSHYFGGVVETVLVVRSVATLLNYDYVWDMVFHSNGAIEVKFHATGYITSAFF.... The pIC50 is 8.6.